This data is from CYP3A4 inhibition data for predicting drug metabolism from PubChem BioAssay. The task is: Regression/Classification. Given a drug SMILES string, predict its absorption, distribution, metabolism, or excretion properties. Task type varies by dataset: regression for continuous measurements (e.g., permeability, clearance, half-life) or binary classification for categorical outcomes (e.g., BBB penetration, CYP inhibition). Dataset: cyp3a4_veith. (1) The compound is O=C(OCn1nnc2ccccc2c1=O)c1cccnc1. The result is 1 (inhibitor). (2) The molecule is CC1=CC(C)(C)Nc2ccc(CSc3ccccc3)cc21. The result is 1 (inhibitor). (3) The compound is CCCCN(C)CCCNC(=O)CCn1nc(-c2ccccc2)ccc1=O. The result is 0 (non-inhibitor). (4) The drug is COCCn1c(=O)c(-c2ccc(OC)cc2)nc2cnc(OC)nc21. The result is 1 (inhibitor). (5) The drug is CN(C)[C@H]1C(=O)C(C(N)=O)=C(O)[C@]2(O)C(=O)C3=C(O)c4c(O)cccc4[C@@](C)(O)[C@H]3C[C@@H]12. The result is 0 (non-inhibitor). (6) The compound is CN1CCc2c(sc3c2c(=O)n(-c2ccccc2)c2nncn32)C1. The result is 0 (non-inhibitor).